Task: Predict the reaction yield, written as a fraction of the theoretical maximum amount of product (1.0 means a 100% yield; for example, 0.34 means a 34% yield).. Dataset: Reaction yield outcomes from USPTO patents with 853,638 reactions The reactants are Cl[CH2:2][C:3]([N:5]1[C:14]2[C:9](=[CH:10][CH:11]=[CH:12][CH:13]=2)[CH2:8][CH2:7][CH2:6]1)=[O:4].[Cl:15][C:16]1[C:24]2[S:23][C:22]([SH:25])=[N:21][C:20]=2[CH:19]=[CH:18][CH:17]=1. No catalyst specified. The product is [Cl:15][C:16]1[C:24]2[S:23][C:22]([S:25][CH2:2][C:3]([N:5]3[C:14]4[C:9](=[CH:10][CH:11]=[CH:12][CH:13]=4)[CH2:8][CH2:7][CH2:6]3)=[O:4])=[N:21][C:20]=2[CH:19]=[CH:18][CH:17]=1. The yield is 0.460.